From a dataset of Catalyst prediction with 721,799 reactions and 888 catalyst types from USPTO. Predict which catalyst facilitates the given reaction. (1) Reactant: C(OC([N:8]1[CH2:13][CH2:12][O:11][CH2:10][C@H:9]1[C:14]([OH:16])=O)=O)(C)(C)C.C([N:20](C(C)C)CC)(C)C.CN(C(ON1N=NC2C=CC=NC1=2)=[N+](C)C)C.F[P-](F)(F)(F)(F)F.N. Product: [NH:8]1[CH2:13][CH2:12][O:11][CH2:10][C@H:9]1[C:14]([NH2:20])=[O:16]. The catalyst class is: 523. (2) Reactant: [F:1][C:2]([F:10])([F:9])[C:3]([F:8])([F:7])[C:4]([OH:6])=[O:5].CC([O-])(C)C.[K+:16]. Product: [F:7][C:3]([F:8])([C:2]([F:10])([F:9])[F:1])[C:4]([O-:6])=[O:5].[K+:16]. The catalyst class is: 28. (3) Reactant: [Br:1][C:2]1[CH:10]=[C:6]([C:7]([OH:9])=[O:8])[C:5]([OH:11])=[CH:4][CH:3]=1.[CH3:12][C:13]([CH3:15])=O.FC(F)(F)C(OC(=O)C(F)(F)F)=O. Product: [Br:1][C:2]1[CH:3]=[CH:4][C:5]2[O:11][C:13]([CH3:15])([CH3:12])[O:8][C:7](=[O:9])[C:6]=2[CH:10]=1. The catalyst class is: 55.